From a dataset of Reaction yield outcomes from USPTO patents with 853,638 reactions. Predict the reaction yield, written as a fraction of the theoretical maximum amount of product (1.0 means a 100% yield; for example, 0.34 means a 34% yield). (1) The reactants are [Cl:1][C:2]1[N:3]=[C:4]2[C:9](=[CH:10][CH:11]=1)[N:8]=[CH:7][C:6]([C:12](=[O:14])[CH3:13])=[C:5]2[NH:15][C@H:16]1[CH2:21][CH2:20][C@@H:19]([CH2:22][N:23]([CH3:25])[CH3:24])[CH2:18][CH2:17]1.[Cl:26][C:27]1[CH:32]=[C:31](B2OC(C)(C)C(C)(C)O2)[CH:30]=[C:29]([Cl:42])[C:28]=1[OH:43].C1(N)C(F)=C(F)C(F)=C(N)C=1F.Cl.Cl. No catalyst specified. The product is [ClH:1].[ClH:26].[Cl:26][C:27]1[CH:32]=[C:31]([C:2]2[N:3]=[C:4]3[C:9](=[CH:10][CH:11]=2)[N:8]=[CH:7][C:6]([C:12](=[O:14])[CH3:13])=[C:5]3[NH:15][C@H:16]2[CH2:17][CH2:18][C@@H:19]([CH2:22][N:23]([CH3:24])[CH3:25])[CH2:20][CH2:21]2)[CH:30]=[C:29]([Cl:42])[C:28]=1[OH:43]. The yield is 0.810. (2) The reactants are [H-].[Na+].[OH:3][CH:4]1[CH2:9][CH2:8][N:7]([C:10]2[CH:15]=[C:14]([CH3:16])[C:13]([C:17]3[N:18]=[C:19]([NH:22][C:23](=[O:30])[C:24]4[CH:29]=[CH:28][N:27]=[CH:26][CH:25]=4)[S:20][CH:21]=3)=[C:12]([CH3:31])[CH:11]=2)[CH2:6][CH2:5]1.[N:32]([CH2:35][CH2:36][O:37][CH2:38][CH2:39][O:40][CH2:41][CH2:42][O:43][CH2:44][CH2:45]I)=[N+:33]=[N-:34].O. The catalyst is CN(C=O)C. The product is [N:32]([CH2:35][CH2:36][O:37][CH2:38][CH2:39][O:40][CH2:41][CH2:42][O:43][CH2:44][CH2:45][O:3][CH:4]1[CH2:9][CH2:8][N:7]([C:10]2[CH:15]=[C:14]([CH3:16])[C:13]([C:17]3[N:18]=[C:19]([NH:22][C:23](=[O:30])[C:24]4[CH:29]=[CH:28][N:27]=[CH:26][CH:25]=4)[S:20][CH:21]=3)=[C:12]([CH3:31])[CH:11]=2)[CH2:6][CH2:5]1)=[N+:33]=[N-:34]. The yield is 0.213. (3) The reactants are P(Br)(Br)[Br:2].[CH2:5]([C:13]1[CH:20]=[CH:19][C:16]([CH2:17]O)=[CH:15][CH:14]=1)[CH2:6][CH2:7][CH2:8][CH2:9][CH2:10][CH2:11][CH3:12]. The catalyst is CCOCC. The product is [CH2:5]([C:13]1[CH:20]=[CH:19][C:16]([CH2:17][Br:2])=[CH:15][CH:14]=1)[CH2:6][CH2:7][CH2:8][CH2:9][CH2:10][CH2:11][CH3:12]. The yield is 0.400. (4) The reactants are O[CH2:2][CH2:3][C@H:4]1[C:17](=[O:18])[N:16]([CH2:19][C:20]([CH3:23])([CH3:22])[CH3:21])[CH2:15][C:7]2[C:8]3[CH:9]=[N:10][NH:11][C:12]=3[CH:13]=[CH:14][C:6]=2[CH2:5]1.S(Cl)(Cl)=O.C(=O)([O-])[O-].[K+].[K+].[NH:34]1[CH2:39][CH2:38][CH:37]([N:40]2[CH2:49][C:48]3[C:43](=[CH:44][CH:45]=[CH:46][CH:47]=3)[NH:42][C:41]2=[O:50])[CH2:36][CH2:35]1. The catalyst is ClCCl. The product is [CH2:19]([N:16]1[C:17](=[O:18])[C@H:4]([CH2:3][CH2:2][N:34]2[CH2:35][CH2:36][CH:37]([N:40]3[CH2:49][C:48]4[C:43](=[CH:44][CH:45]=[CH:46][CH:47]=4)[NH:42][C:41]3=[O:50])[CH2:38][CH2:39]2)[CH2:5][C:6]2[CH:14]=[CH:13][C:12]3[NH:11][N:10]=[CH:9][C:8]=3[C:7]=2[CH2:15]1)[C:20]([CH3:23])([CH3:22])[CH3:21]. The yield is 0.250.